This data is from Reaction yield outcomes from USPTO patents with 853,638 reactions. The task is: Predict the reaction yield, written as a fraction of the theoretical maximum amount of product (1.0 means a 100% yield; for example, 0.34 means a 34% yield). (1) The reactants are Br[C:2]1[C:7]2[CH2:8][N:9]([C:13]([O:15][C:16]([CH3:19])([CH3:18])[CH3:17])=[O:14])[CH2:10][CH2:11][O:12][C:6]=2[CH:5]=[CH:4][CH:3]=1.C1(C)C=CC(S(O)(=O)=O)=CC=1.[CH3:31][C@H:32]1[CH2:37][O:36][CH2:35][CH2:34][NH:33]1.CC(C)([O-])C.[Na+].C1(C)C=CC=CC=1. The catalyst is C1C=CC(/C=C/C(/C=C/C2C=CC=CC=2)=O)=CC=1.C1C=CC(/C=C/C(/C=C/C2C=CC=CC=2)=O)=CC=1.C1C=CC(/C=C/C(/C=C/C2C=CC=CC=2)=O)=CC=1.[Pd].[Pd].O. The product is [CH3:31][C@H:32]1[CH2:37][O:36][CH2:35][CH2:34][N:33]1[C:4]1[CH:3]=[CH:2][C:7]2[CH2:8][N:9]([C:13]([O:15][C:16]([CH3:19])([CH3:18])[CH3:17])=[O:14])[CH2:10][CH2:11][O:12][C:6]=2[CH:5]=1. The yield is 0.792. (2) The reactants are [C:1]1([C:7]([O:9][C@@H:10]2[CH2:20][O:19][C@@H:12]3[C@@H:13]([OH:18])[C@@H:14]([O:17][C@H:11]23)[O:15][CH3:16])=[O:8])[CH:6]=[CH:5][CH:4]=[CH:3][CH:2]=1.[CH3:21]I. The catalyst is CN(C=O)C.C(OCC)(=O)C.[Ag-]=O. The product is [CH3:21][O:18][C@@H:13]1[C@H:12]2[O:19][CH2:20][C@@H:10]([O:9][C:7]([C:1]3[CH:2]=[CH:3][CH:4]=[CH:5][CH:6]=3)=[O:8])[C@H:11]2[O:17][C@H:14]1[O:15][CH3:16]. The yield is 0.760. (3) The reactants are Cl[C:2]1[CH:7]=[CH:6][CH:5]=[CH:4][C:3]=1[N:8]1[C:12]2=[N:13][CH:14]=[N:15][C:16]([O:17][C@@H:18]([CH2:29][O:30][CH3:31])[C:19]([NH:21][C:22]3[CH:27]=[CH:26][C:25]([CH3:28])=[CH:24][N:23]=3)=[O:20])=[C:11]2[CH:10]=[N:9]1. The catalyst is CO.[Pd]. The product is [CH3:31][O:30][CH2:29][C@H:18]([O:17][C:16]1[N:15]=[CH:14][N:13]=[C:12]2[N:8]([C:3]3[CH:4]=[CH:5][CH:6]=[CH:7][CH:2]=3)[N:9]=[CH:10][C:11]=12)[C:19]([NH:21][C:22]1[CH:27]=[CH:26][C:25]([CH3:28])=[CH:24][N:23]=1)=[O:20]. The yield is 0.207.